From a dataset of NCI-60 drug combinations with 297,098 pairs across 59 cell lines. Regression. Given two drug SMILES strings and cell line genomic features, predict the synergy score measuring deviation from expected non-interaction effect. (1) Drug 1: CN(C)N=NC1=C(NC=N1)C(=O)N. Drug 2: C1C(C(OC1N2C=NC3=C(N=C(N=C32)Cl)N)CO)O. Cell line: UO-31. Synergy scores: CSS=16.8, Synergy_ZIP=-2.97, Synergy_Bliss=0.514, Synergy_Loewe=2.47, Synergy_HSA=3.07. (2) Drug 2: C1CN(CCN1C(=O)CCBr)C(=O)CCBr. Cell line: 786-0. Synergy scores: CSS=26.4, Synergy_ZIP=-4.20, Synergy_Bliss=-3.13, Synergy_Loewe=-5.40, Synergy_HSA=-0.963. Drug 1: C1=CC(=CC=C1CCC2=CNC3=C2C(=O)NC(=N3)N)C(=O)NC(CCC(=O)O)C(=O)O.